From a dataset of Cav3 T-type calcium channel HTS with 100,875 compounds. Binary Classification. Given a drug SMILES string, predict its activity (active/inactive) in a high-throughput screening assay against a specified biological target. (1) The compound is O1CCN(CCCNC(=O)CC2CCCCC2)CC1. The result is 0 (inactive). (2) The compound is O=C1N(CC=2N(C(=O)NC(C12)c1ccccc1)C)Cc1occc1. The result is 0 (inactive). (3) The compound is O1CCN(CC(=O)c2c3c(n(c2C)C)ccc(OC)c3)CC1. The result is 0 (inactive).